From a dataset of Forward reaction prediction with 1.9M reactions from USPTO patents (1976-2016). Predict the product of the given reaction. (1) The product is: [Cl:1][C:2]1[C:3]([C:4]2[O:6][C:17]3[CH:18]=[CH:19][CH:20]=[CH:21][C:16]=3[N:15]=2)=[CH:7][C:8]([N+:12]([O-:14])=[O:13])=[C:9]([F:11])[CH:10]=1. Given the reactants [Cl:1][C:2]1[CH:10]=[C:9]([F:11])[C:8]([N+:12]([O-:14])=[O:13])=[CH:7][C:3]=1[C:4]([OH:6])=O.[NH2:15][C:16]1[CH:21]=[CH:20][CH:19]=[CH:18][C:17]=1O.CCN=C=NCCCN(C)C.O.C1(C)C=CC(S(O)(=O)=O)=CC=1, predict the reaction product. (2) Given the reactants [OH:1][C:2]1[CH:11]=[CH:10][C:5]([C:6]([O:8][CH3:9])=[O:7])=[CH:4][CH:3]=1.[H-].[Na+], predict the reaction product. The product is: [CH3:9][O:8][C:6](=[O:7])[C:5]1[CH:4]=[CH:3][C:2]([O:1][CH2:6][C:5]2[CH:10]=[CH:11][CH:2]=[CH:3][CH:4]=2)=[CH:11][CH:10]=1. (3) Given the reactants [NH2:1][C:2]1[CH:7]=[CH:6][CH:5]=[CH:4][C:3]=1[C:8]([C:10]1[CH:15]=[CH:14][C:13]([Cl:16])=[CH:12][CH:11]=1)=[O:9].C(N(CC)CC)C.[Cl:24][C:25]([Cl:30])([Cl:29])[C:26](Cl)=[O:27].O, predict the reaction product. The product is: [Cl:24][C:25]([Cl:30])([Cl:29])[C:26]([NH:1][C:2]1[CH:7]=[CH:6][CH:5]=[CH:4][C:3]=1[C:8](=[O:9])[C:10]1[CH:15]=[CH:14][C:13]([Cl:16])=[CH:12][CH:11]=1)=[O:27]. (4) The product is: [Cl:1][C:2]1[CH:3]=[CH:4][C:5]2[O:8][CH:9]=[CH:10][C:6]=2[CH:7]=1. Given the reactants [Cl:1][C:2]1[CH:7]=[CH:6][C:5]([O:8][CH2:9][CH:10](OCC)OCC)=[CH:4][CH:3]=1, predict the reaction product. (5) Given the reactants [C:1]([O:5][C:6](=[O:17])[NH:7][CH2:8][CH2:9][C:10]1[CH:15]=[CH:14][C:13]([OH:16])=[CH:12][CH:11]=1)([CH3:4])([CH3:3])[CH3:2].N1C=CC=CC=1.[F:24][C:25]([F:38])([F:37])[S:26](O[S:26]([C:25]([F:38])([F:37])[F:24])(=[O:28])=[O:27])(=[O:28])=[O:27].O, predict the reaction product. The product is: [C:1]([O:5][C:6]([NH:7][CH2:8][CH2:9][C:10]1[CH:15]=[CH:14][C:13]([O:16][S:26]([C:25]([F:38])([F:37])[F:24])(=[O:28])=[O:27])=[CH:12][CH:11]=1)=[O:17])([CH3:4])([CH3:2])[CH3:3]. (6) Given the reactants [Cl-].[NH2:2][C:3]1[C:4]([C:11]([NH:13][CH:14]2[CH2:19][CH2:18][CH2:17][N+:16]([CH2:31][C:32]([O:34]CC)=[O:33])([CH2:20][CH2:21][CH2:22][C:23]3[CH:28]=[CH:27][C:26]([O:29][CH3:30])=[CH:25][CH:24]=3)[CH2:15]2)=[O:12])=[N:5][C:6]([Cl:10])=[C:7]([NH2:9])[N:8]=1, predict the reaction product. The product is: [Cl-:10].[C:32]([CH2:31][N+:16]1([CH2:20][CH2:21][CH2:22][C:23]2[CH:28]=[CH:27][C:26]([O:29][CH3:30])=[CH:25][CH:24]=2)[CH2:17][CH2:18][CH2:19][CH:14]([NH:13][C:11]([C:4]2[C:3]([NH2:2])=[N:8][C:7]([NH2:9])=[C:6]([Cl:10])[N:5]=2)=[O:12])[CH2:15]1)([OH:34])=[O:33].